From a dataset of Forward reaction prediction with 1.9M reactions from USPTO patents (1976-2016). Predict the product of the given reaction. (1) Given the reactants [Cl:1][C:2]1[CH:7]=[CH:6][CH:5]=[CH:4][C:3]=1[C:8](=[O:10])[CH3:9].B1(C)OC(C2C=CC=CC=2)(C2C=CC=CC=2)[C@@H]2N1CCC2, predict the reaction product. The product is: [Cl:1][C:2]1[CH:7]=[CH:6][CH:5]=[CH:4][C:3]=1[C@@H:8]([OH:10])[CH3:9]. (2) Given the reactants Cl[C:2]1[C:7]([N+:8]([O-:10])=[O:9])=[CH:6][CH:5]=[C:4]([O:11][CH3:12])[N:3]=1.O1CCOCC1.[CH2:19]([NH:23][CH2:24][CH2:25][OH:26])[CH2:20][CH2:21][CH3:22], predict the reaction product. The product is: [CH2:19]([N:23]([C:2]1[C:7]([N+:8]([O-:10])=[O:9])=[CH:6][CH:5]=[C:4]([O:11][CH3:12])[N:3]=1)[CH2:24][CH2:25][OH:26])[CH2:20][CH2:21][CH3:22]. (3) Given the reactants Br[CH2:2][CH2:3][CH2:4][CH:5]=[CH2:6].CON(C)[C:10]([C:12]1[C:13]([CH:26]=[CH2:27])=[N:14][N:15]([CH2:17][C:18]2[CH:23]=[CH:22][C:21]([O:24][CH3:25])=[CH:20][CH:19]=2)[CH:16]=1)=[O:11], predict the reaction product. The product is: [CH3:25][O:24][C:21]1[CH:20]=[CH:19][C:18]([CH2:17][N:15]2[CH:16]=[C:12]([C:10](=[O:11])[CH2:6][CH2:5][CH2:4][CH:3]=[CH2:2])[C:13]([CH:26]=[CH2:27])=[N:14]2)=[CH:23][CH:22]=1. (4) Given the reactants [O:1]=[C:2]1[C:7]2[NH:8][C:9]3[CH:10]=[CH:11][CH:12]=[CH:13][C:14]=3[C:6]=2[N:5]=[C:4]([S:15][CH2:16][C:17]([OH:19])=O)[N:3]1[C:20]1[CH:25]=[CH:24][CH:23]=[CH:22][CH:21]=1.[C:26]([NH2:30])([CH3:29])([CH3:28])[CH3:27].C(N(CC)CC)C.CN(C(ON1N=NC2C=CC=NC1=2)=[N+](C)C)C.F[P-](F)(F)(F)(F)F, predict the reaction product. The product is: [C:26]([NH:30][C:17](=[O:19])[CH2:16][S:15][C:4]1[N:3]([C:20]2[CH:25]=[CH:24][CH:23]=[CH:22][CH:21]=2)[C:2](=[O:1])[C:7]2[NH:8][C:9]3[CH:10]=[CH:11][CH:12]=[CH:13][C:14]=3[C:6]=2[N:5]=1)([CH3:29])([CH3:28])[CH3:27]. (5) Given the reactants Br[C:2]1[CH:7]=[CH:6][N:5]=[C:4]([O:8][CH3:9])[CH:3]=1.[CH:10]([C:12]1[CH:13]=[C:14](B(O)O)[CH:15]=[CH:16][CH:17]=1)=[O:11], predict the reaction product. The product is: [CH3:9][O:8][C:4]1[CH:3]=[C:2]([C:16]2[CH:17]=[C:12]([CH:13]=[CH:14][CH:15]=2)[CH:10]=[O:11])[CH:7]=[CH:6][N:5]=1. (6) Given the reactants [CH:1]([C:4]1[CH:5]=[C:6]([CH:9]=[C:10]([CH:14]([CH3:16])[CH3:15])[C:11]=1[O:12][CH3:13])[CH:7]=O)([CH3:3])[CH3:2].[C:17]1([C:23]2[CH:31]=[C:30]3[C:26]([CH2:27][C:28](=[O:32])[NH:29]3)=[CH:25][CH:24]=2)[CH:22]=[CH:21][CH:20]=[CH:19][CH:18]=1, predict the reaction product. The product is: [CH:1]([C:4]1[CH:5]=[C:6]([CH:9]=[C:10]([CH:14]([CH3:16])[CH3:15])[C:11]=1[O:12][CH3:13])[CH:7]=[C:27]1[C:26]2[C:30](=[CH:31][C:23]([C:17]3[CH:22]=[CH:21][CH:20]=[CH:19][CH:18]=3)=[CH:24][CH:25]=2)[NH:29][C:28]1=[O:32])([CH3:3])[CH3:2].